From a dataset of Forward reaction prediction with 1.9M reactions from USPTO patents (1976-2016). Predict the product of the given reaction. (1) The product is: [C:21]([O:25][C:26](=[O:31])[NH:27][CH2:28][CH2:29][N:12]1[C:11]([S:10][C:3]2[CH:4]=[C:5]([O:8][CH3:9])[CH:6]=[CH:7][C:2]=2[I:1])=[N:19][C:18]2[C:13]1=[N:14][CH:15]=[N:16][C:17]=2[NH2:20])([CH3:24])([CH3:23])[CH3:22]. Given the reactants [I:1][C:2]1[CH:7]=[CH:6][C:5]([O:8][CH3:9])=[CH:4][C:3]=1[S:10][C:11]1[NH:12][C:13]2[C:18]([N:19]=1)=[C:17]([NH2:20])[N:16]=[CH:15][N:14]=2.[C:21]([O:25][C:26](=[O:31])[NH:27][CH2:28][CH2:29]Cl)([CH3:24])([CH3:23])[CH3:22].C([O-])([O-])=O.[Cs+].[Cs+].CCOC(C)=O.CCCCCC, predict the reaction product. (2) Given the reactants [F:1][C:2]1[CH:7]=[CH:6][C:5]([C:8]2[CH:12]=[C:11]([C:13]([OH:15])=O)[O:10][N:9]=2)=[CH:4][CH:3]=1.[NH2:16][CH2:17][CH2:18][C:19]([O:21][CH3:22])=[O:20].ClCCl.CCN(C(C)C)C(C)C, predict the reaction product. The product is: [F:1][C:2]1[CH:3]=[CH:4][C:5]([C:8]2[CH:12]=[C:11]([C:13]([NH:16][CH2:17][CH2:18][C:19]([O:21][CH3:22])=[O:20])=[O:15])[O:10][N:9]=2)=[CH:6][CH:7]=1. (3) Given the reactants [CH2:1]([NH2:8])[C:2]1[CH:7]=[CH:6][CH:5]=[CH:4][CH:3]=1.Br[CH2:10][CH2:11][CH:12]=[CH2:13].C(=O)([O-])[O-].[K+].[K+], predict the reaction product. The product is: [CH2:1]([N:8]([CH2:4][CH2:3][CH:2]=[CH2:1])[CH2:10][CH2:11][CH:12]=[CH2:13])[C:2]1[CH:7]=[CH:6][CH:5]=[CH:4][CH:3]=1.